Dataset: NCI-60 drug combinations with 297,098 pairs across 59 cell lines. Task: Regression. Given two drug SMILES strings and cell line genomic features, predict the synergy score measuring deviation from expected non-interaction effect. Drug 1: CN1C(=O)N2C=NC(=C2N=N1)C(=O)N. Drug 2: CC(C)(C#N)C1=CC(=CC(=C1)CN2C=NC=N2)C(C)(C)C#N. Cell line: KM12. Synergy scores: CSS=-8.40, Synergy_ZIP=4.68, Synergy_Bliss=1.82, Synergy_Loewe=-10.3, Synergy_HSA=-8.28.